Task: Predict the reactants needed to synthesize the given product.. Dataset: Full USPTO retrosynthesis dataset with 1.9M reactions from patents (1976-2016) (1) Given the product [NH2:2][CH2:1][C:3]1[CH:11]=[CH:10][C:6]([C:7]([NH:19][C:16]2[CH:17]=[CH:18][C:13]([F:12])=[CH:14][C:15]=2[NH2:20])=[O:9])=[CH:5][N:4]=1, predict the reactants needed to synthesize it. The reactants are: [C:1]([C:3]1[CH:11]=[CH:10][C:6]([C:7]([OH:9])=O)=[CH:5][N:4]=1)#[N:2].[F:12][C:13]1[CH:18]=[CH:17][C:16]([NH2:19])=[C:15]([NH2:20])[CH:14]=1. (2) The reactants are: [NH2:1][C:2]1[N:10]=[C:9]([NH:11][CH2:12][CH2:13][CH2:14][CH3:15])[N:8]=[C:7]2[C:3]=1[N:4]=[C:5](Br)[N:6]2[CH2:16][C:17]1[CH:26]=[CH:25][C:20]([C:21]([O:23]C)=[O:22])=[CH:19][CH:18]=1.[OH-:28].[Na+]. Given the product [NH2:1][C:2]1[N:10]=[C:9]([NH:11][CH2:12][CH2:13][CH2:14][CH3:15])[N:8]=[C:7]2[C:3]=1[N:4]=[C:5]([OH:28])[N:6]2[CH2:16][C:17]1[CH:26]=[CH:25][C:20]([C:21]([OH:23])=[O:22])=[CH:19][CH:18]=1, predict the reactants needed to synthesize it.